From a dataset of Reaction yield outcomes from USPTO patents with 853,638 reactions. Predict the reaction yield, written as a fraction of the theoretical maximum amount of product (1.0 means a 100% yield; for example, 0.34 means a 34% yield). (1) The reactants are C(O)(=[O:3])C.[O:5]1[C:14]2[C:9](=[CH:10][CH:11]=[CH:12][CH:13]=2)[CH:8]=[CH:7][CH2:6]1.[OH-].[Na+].Cl. The catalyst is C(O)C. The product is [O:5]1[C:14]2[C:9](=[CH:10][C:11]([OH:3])=[CH:12][CH:13]=2)[CH:8]=[CH:7][CH2:6]1. The yield is 0.980. (2) The reactants are [C:1]([N:5]1[CH:9]=[C:8]([NH:10][C:11]([NH:13][C:14]2[CH:19]=[CH:18][C:17]([CH3:20])=[C:16]([C:21]3[C:32](=[O:33])[N:31]([CH3:34])[C:24]4[N:25]=[C:26](SC)[N:27]=[CH:28][C:23]=4[CH:22]=3)[CH:15]=2)=[O:12])[CH:7]=[N:6]1)([CH3:4])([CH3:3])[CH3:2].[CH3:35][NH2:36].C1COCC1. No catalyst specified. The product is [C:1]([N:5]1[CH:9]=[C:8]([NH:10][C:11]([NH:13][C:14]2[CH:19]=[CH:18][C:17]([CH3:20])=[C:16]([C:21]3[C:32](=[O:33])[N:31]([CH3:34])[C:24]4[N:25]=[C:26]([NH:36][CH3:35])[N:27]=[CH:28][C:23]=4[CH:22]=3)[CH:15]=2)=[O:12])[CH:7]=[N:6]1)([CH3:4])([CH3:3])[CH3:2]. The yield is 0.800. (3) The reactants are [Cl:1][C:2]1[CH:3]=[C:4]([C:8]2[CH:9]=[C:10]([CH2:17]O)[C:11]([CH3:16])=[N:12][C:13]=2[O:14][CH3:15])[CH:5]=[CH:6][CH:7]=1.[Cl:19]C1C=C(C2C(OC)=NC(C)=C(C=2)C=O)C=CC=1.[BH4-].[Na+]. The catalyst is CO. The product is [Cl:19][CH2:17][C:10]1[C:11]([CH3:16])=[N:12][C:13]([O:14][CH3:15])=[C:8]([C:4]2[CH:5]=[CH:6][CH:7]=[C:2]([Cl:1])[CH:3]=2)[CH:9]=1. The yield is 0.910. (4) The reactants are Cl[C:2]1[S:3][C:4]([CH2:7][N:8]2[CH2:12][CH:11]([C:13]3[CH:18]=[C:17]([F:19])[CH:16]=[C:15]([F:20])[C:14]=3[F:21])[CH2:10][C:9]2=[O:22])=[CH:5][N:6]=1.C[O-].[Na+].[CH3:26][NH2:27]. The catalyst is CO. The product is [CH3:26][NH:27][C:2]1[S:3][C:4]([CH2:7][N:8]2[CH2:12][CH:11]([C:13]3[CH:18]=[C:17]([F:19])[CH:16]=[C:15]([F:20])[C:14]=3[F:21])[CH2:10][C:9]2=[O:22])=[CH:5][N:6]=1. The yield is 0.570.